From a dataset of Reaction yield outcomes from USPTO patents with 853,638 reactions. Predict the reaction yield, written as a fraction of the theoretical maximum amount of product (1.0 means a 100% yield; for example, 0.34 means a 34% yield). (1) The reactants are [ClH:1].C(OC(=O)[N:8]([C:17]1[CH:22]=[CH:21][N:20]=[C:19]2[C:23]([CH3:30])=[C:24]([CH3:29])[N:25]([CH2:26][CH:27]=[CH2:28])[C:18]=12)[CH2:9][C:10]1[CH:15]=[CH:14][C:13]([F:16])=[CH:12][CH:11]=1)(C)(C)C.Cl. The catalyst is C(OCC)(=O)C. The product is [ClH:1].[CH2:26]([N:25]1[C:18]2[C:19](=[N:20][CH:21]=[CH:22][C:17]=2[NH:8][CH2:9][C:10]2[CH:11]=[CH:12][C:13]([F:16])=[CH:14][CH:15]=2)[C:23]([CH3:30])=[C:24]1[CH3:29])[CH:27]=[CH2:28]. The yield is 0.441. (2) The reactants are CN(/[CH:4]=[C:5]1\[CH2:6][CH2:7][CH2:8][C:9]2[C:13]([C:14]([O:16][CH2:17][CH3:18])=[O:15])=[N:12][N:11]([CH3:19])[C:10]=2[C:20]\1=O)C.CN(C=O)C.[Br:27][C:28]1[CH:33]=[CH:32][C:31]([NH:34][C:35]([NH2:37])=[NH:36])=[C:30]([O:38][CH3:39])[CH:29]=1. No catalyst specified. The product is [Br:27][C:28]1[CH:33]=[CH:32][C:31]([NH:34][C:35]2[N:37]=[C:20]3[C:10]4[N:11]([CH3:19])[N:12]=[C:13]([C:14]([O:16][CH2:17][CH3:18])=[O:15])[C:9]=4[CH2:8][CH2:7][CH2:6][C:5]3=[CH:4][N:36]=2)=[C:30]([O:38][CH3:39])[CH:29]=1. The yield is 0.820. (3) The reactants are C(P1(=O)OP(CCC)(=O)OP(CCC)(=O)O1)CC.CN(C=O)C.[C:24]([OH:28])(=O)[C:25]#[CH:26].[F:29][C:30]([F:41])([F:40])[O:31][C:32]1[CH:33]=[C:34]([CH2:38][NH2:39])[CH:35]=[CH:36][CH:37]=1. No catalyst specified. The product is [F:29][C:30]([F:40])([F:41])[O:31][C:32]1[CH:33]=[C:34]([CH:35]=[CH:36][CH:37]=1)[CH2:38][NH:39][C:24](=[O:28])[C:25]#[CH:26]. The yield is 0.530. (4) The reactants are [F:1][C:2]1[CH:3]=[C:4]([C:9]2[C:13]([CH:14]=[C:15]3[S:19][C:18](=[O:20])[NH:17][C:16]3=[O:21])=[CH:12][N:11]([C:22]3[CH:27]=[CH:26][CH:25]=[CH:24][CH:23]=3)[N:10]=2)[CH:5]=[C:6]([F:8])[CH:7]=1.[C:28](=O)([O-])[O-].[Na+].[Na+].IC.O. The catalyst is CN(C)C=O. The product is [F:8][C:6]1[CH:5]=[C:4]([C:9]2[C:13]([CH:14]=[C:15]3[S:19][C:18](=[O:20])[N:17]([CH3:28])[C:16]3=[O:21])=[CH:12][N:11]([C:22]3[CH:23]=[CH:24][CH:25]=[CH:26][CH:27]=3)[N:10]=2)[CH:3]=[C:2]([F:1])[CH:7]=1. The yield is 0.870. (5) The reactants are N(C(OC(C)C)=O)=NC(OC(C)C)=O.[NH2:15][C:16]1[C:24]2[C:19](=[N:20][C:21]([CH3:27])=[CH:22][C:23]=2[CH2:25][OH:26])[S:18][C:17]=1[C:28]([NH2:30])=[O:29].[C:31]1(O)[CH:36]=[CH:35][CH:34]=[CH:33][CH:32]=1.C1C=CC(P(C2C=CC=CC=2)C2C=CC=CC=2)=CC=1. The catalyst is C1COCC1. The product is [NH2:15][C:16]1[C:24]2[C:19](=[N:20][C:21]([CH3:27])=[CH:22][C:23]=2[CH2:25][O:26][C:31]2[CH:36]=[CH:35][CH:34]=[CH:33][CH:32]=2)[S:18][C:17]=1[C:28]([NH2:30])=[O:29]. The yield is 0.610. (6) The reactants are [C:1]([O:5][C:6]([N:8]1[CH2:13][CH2:12][CH:11]([O:14][C:15]2[CH:20]=[CH:19][C:18]([C:21](=O)[CH:22]([CH3:29])[CH2:23][C:24](OCC)=[O:25])=[CH:17][CH:16]=2)[CH2:10][CH2:9]1)=[O:7])([CH3:4])([CH3:3])[CH3:2].O.[NH2:32][NH2:33]. The catalyst is C(O)(C)C.C(Cl)Cl. The product is [C:1]([O:5][C:6]([N:8]1[CH2:13][CH2:12][CH:11]([O:14][C:15]2[CH:20]=[CH:19][C:18]([C:21]3[CH:22]([CH3:29])[CH2:23][C:24](=[O:25])[NH:33][N:32]=3)=[CH:17][CH:16]=2)[CH2:10][CH2:9]1)=[O:7])([CH3:4])([CH3:3])[CH3:2]. The yield is 0.530. (7) The reactants are [NH2:1][C:2]1[C:3]([C:19]#[N:20])=[C:4]([CH:16]=[CH:17][CH:18]=1)[O:5][CH2:6][C:7]([CH3:15])([CH3:14])[C:8]([NH:10][CH2:11][CH2:12][CH3:13])=[O:9].[C:21]([O:27][CH2:28][CH3:29])(=[O:26])[CH2:22][C:23]([CH3:25])=O.Cl[Sn](Cl)(Cl)Cl. The catalyst is C1(C)C=CC=CC=1. The product is [NH2:20][C:19]1[C:3]2[C:2](=[CH:18][CH:17]=[CH:16][C:4]=2[O:5][CH2:6][C:7]([CH3:15])([CH3:14])[C:8](=[O:9])[NH:10][CH2:11][CH2:12][CH3:13])[N:1]=[C:23]([CH3:25])[C:22]=1[C:21]([O:27][CH2:28][CH3:29])=[O:26]. The yield is 0.840. (8) The catalyst is C(OCC)(=O)C. The product is [Br:10][C:11]1[C:12]([CH3:25])=[C:13]([CH3:24])[C:14]2[O:18][C:17]([CH3:19])([CH2:20][S:2][CH3:1])[CH2:16][C:15]=2[C:22]=1[CH3:23]. The yield is 0.680. The reactants are [CH3:1][S-:2].[Na+].CC(N(C)C)=O.[Br:10][C:11]1[C:12]([CH3:25])=[C:13]([CH3:24])[C:14]2[O:18][C:17]([CH2:20]I)([CH3:19])[CH2:16][C:15]=2[C:22]=1[CH3:23].O. (9) The reactants are [N:1]1[CH:6]=[CH:5][C:4]([OH:7])=[CH:3][CH:2]=1.[CH3:8][O:9][CH2:10][C@H:11](O)[CH3:12].C1(P(C2C=CC=CC=2)C2C=CC=CC=2)C=CC=CC=1.CC(OC(/N=N/C(OC(C)C)=O)=O)C. The catalyst is C1COCC1. The product is [CH3:8][O:9][CH2:10][C@@H:11]([O:7][C:4]1[CH:5]=[CH:6][N:1]=[CH:2][CH:3]=1)[CH3:12]. The yield is 0.870. (10) The reactants are Br[C:2]1[CH:3]=[C:4]([C:8]2([C:19]3[CH:24]=[C:23]([CH3:25])[C:22]([O:26][CH3:27])=[C:21]([CH3:28])[N:20]=3)[C:16]3[C:11](=[C:12]([F:17])[CH:13]=[CH:14][CH:15]=3)[C:10]([NH2:18])=[N:9]2)[CH:5]=[CH:6][CH:7]=1.[N:29]1[CH:34]=[C:33](B(O)O)[CH:32]=[N:31][CH:30]=1.C(=O)([O-])[O-].[Cs+].[Cs+].CCOC(C)=O. The catalyst is COCCOC.CCO.O.[Cl-].[Na+].O.C1C=CC(P(C2C=CC=CC=2)[C-]2C=CC=C2)=CC=1.C1C=CC(P(C2C=CC=CC=2)[C-]2C=CC=C2)=CC=1.Cl[Pd]Cl.[Fe+2].O. The product is [F:17][C:12]1[CH:13]=[CH:14][CH:15]=[C:16]2[C:11]=1[C:10]([NH2:18])=[N:9][C:8]2([C:19]1[CH:24]=[C:23]([CH3:25])[C:22]([O:26][CH3:27])=[C:21]([CH3:28])[N:20]=1)[C:4]1[CH:5]=[CH:6][CH:7]=[C:2]([C:33]2[CH:34]=[N:29][CH:30]=[N:31][CH:32]=2)[CH:3]=1. The yield is 0.170.